This data is from Full USPTO retrosynthesis dataset with 1.9M reactions from patents (1976-2016). The task is: Predict the reactants needed to synthesize the given product. (1) Given the product [ClH:24].[ClH:24].[F:18][C:17]1[C:11]2[N:10]=[C:9]([CH2:8][NH2:7])[NH:13][C:12]=2[CH:14]=[CH:15][C:16]=1[F:19], predict the reactants needed to synthesize it. The reactants are: C(OC(=O)[NH:7][CH2:8][C:9]1[NH:13][C:12]2[CH:14]=[CH:15][C:16]([F:19])=[C:17]([F:18])[C:11]=2[N:10]=1)(C)(C)C.C([Cl:24])(=O)C. (2) Given the product [Cl:19][C:20]1[CH:21]=[C:22]([CH:27]([CH2:7][CH:5]=[CH2:6])[C:28]([O:30][CH3:31])=[O:29])[CH:23]=[CH:24][C:25]=1[Cl:26], predict the reactants needed to synthesize it. The reactants are: C(N[CH:5]([CH3:7])[CH3:6])(C)C.C([Li])CCC.CCCCCC.[Cl:19][C:20]1[CH:21]=[C:22]([CH2:27][C:28]([O:30][CH3:31])=[O:29])[CH:23]=[CH:24][C:25]=1[Cl:26].[Li+].CC([N-]C(C)C)C.C(Br)C=C. (3) Given the product [Cl:1][C:2]1[CH:3]=[C:4]([CH:22]=[C:23]([Cl:25])[CH:24]=1)[CH2:5][N:6]1[CH:10]=[CH:9][N:8]=[C:7]1[C:11](=[O:21])[CH2:12][C:13]1[CH:18]=[CH:17][CH:16]=[C:15]([O:19][CH3:20])[CH:14]=1, predict the reactants needed to synthesize it. The reactants are: [Cl:1][C:2]1[CH:3]=[C:4]([CH:22]=[C:23]([Cl:25])[CH:24]=1)[CH2:5][N:6]1[CH:10]=[CH:9][N:8]=[C:7]1[CH:11]([OH:21])[CH2:12][C:13]1[CH:18]=[CH:17][CH:16]=[C:15]([O:19][CH3:20])[CH:14]=1.CC(OI1(OC(C)=O)(OC(C)=O)OC(=O)C2C=CC=CC1=2)=O. (4) Given the product [CH3:51][N:50]([CH3:49])[CH:52]([CH3:43])[CH2:5][C:6]([C:8]1[CH:13]=[C:12]([F:14])[CH:11]=[CH:10][C:9]=1[S:15]([NH:18][C:19]1[C:28]([C:29]([OH:31])=[O:30])=[C:27]2[C:22]([CH:23]3[CH2:33][CH:24]3[CH2:25][O:26]2)=[CH:21][CH:20]=1)(=[O:17])=[O:16])=[O:7], predict the reactants needed to synthesize it. The reactants are: CN(C)CC[CH2:5][C:6]([C:8]1[CH:13]=[C:12]([F:14])[CH:11]=[CH:10][C:9]=1[S:15]([NH:18][C:19]1[C:28]([C:29]([O:31]C)=[O:30])=[C:27]2[C:22]([CH:23]3[CH2:33][CH:24]3[CH2:25][O:26]2)=[CH:21][CH:20]=1)(=[O:17])=[O:16])=[O:7].C(=O)([O-])[O-].[K+].[K+].N1C=C[C:43](N)=N1.[I-].[Li+].[CH3:49][N:50]([CH:52]=O)[CH3:51]. (5) Given the product [N:1]1([CH2:7][C:8]2[CH:9]=[C:10]([C:14]3[CH:19]=[CH:18][N:17]=[C:16]4[N:20]=[C:27]([C:26]5[CH:30]=[CH:31][C:23]([C:22]([O:33][CH3:34])=[O:32])=[CH:24][CH:25]=5)[NH:21][C:15]=34)[CH:11]=[CH:12][CH:13]=2)[CH2:6][CH2:5][O:4][CH2:3][CH2:2]1, predict the reactants needed to synthesize it. The reactants are: [N:1]1([CH2:7][C:8]2[CH:9]=[C:10]([C:14]3[CH:19]=[CH:18][N:17]=[C:16]([NH2:20])[C:15]=3[NH2:21])[CH:11]=[CH:12][CH:13]=2)[CH2:6][CH2:5][O:4][CH2:3][CH2:2]1.[C:22]([O:33][CH3:34])(=[O:32])[C:23]1[CH:31]=[CH:30][C:26]([C:27]([O-])=O)=[CH:25][CH:24]=1.CN(C(ON1N=NC2C=CC=CC1=2)=[N+](C)C)C.F[P-](F)(F)(F)(F)F.CCN(C(C)C)C(C)C. (6) Given the product [CH3:13][C:12]1[C:7]([NH:23][C:24]2[CH:29]=[CH:28][CH:27]=[C:26]([CH3:30])[CH:25]=2)=[N:8][C:9]([NH:15][CH2:16][C:17]2[CH:22]=[CH:21][CH:20]=[CH:19][N:18]=2)=[N:10][C:11]=1[CH3:14], predict the reactants needed to synthesize it. The reactants are: C1(N[C:7]2[C:12]([CH3:13])=[C:11]([CH3:14])[N:10]=[C:9]([NH:15][CH2:16][C:17]3[CH:22]=[CH:21][CH:20]=[CH:19][N:18]=3)[N:8]=2)CCCC1.[NH2:23][C:24]1[CH:29]=[CH:28][CH:27]=[C:26]([CH3:30])[CH:25]=1. (7) Given the product [CH3:25][C:23]1[CH:22]=[C:16]([CH:15]=[C:14]([CH3:13])[CH:24]=1)[O:17][CH2:18][C:19]([NH:34][CH2:35][CH2:36][CH2:37][CH2:38][CH2:39][C:40]([O:42][CH3:43])=[O:41])=[O:21], predict the reactants needed to synthesize it. The reactants are: C(N1C=CN=C1)(N1C=CN=C1)=O.[CH3:13][C:14]1[CH:15]=[C:16]([CH:22]=[C:23]([CH3:25])[CH:24]=1)[O:17][CH2:18][C:19]([OH:21])=O.C(N(CC)CC)C.Cl.[NH2:34][CH2:35][CH2:36][CH2:37][CH2:38][CH2:39][C:40]([O:42][CH3:43])=[O:41].